From a dataset of Forward reaction prediction with 1.9M reactions from USPTO patents (1976-2016). Predict the product of the given reaction. (1) Given the reactants [CH3:1][O:2][C:3]1[CH:20]=[CH:19][C:6]([CH2:7][N:8]2[CH:17]=[C:16]3[C:10]([NH:11][CH2:12][CH2:13][CH2:14][C:15]3=[O:18])=[N:9]2)=[CH:5][CH:4]=1.CC([O-])(C)C.[K+].Br[CH2:28][CH2:29][O:30][Si:31]([C:34]([CH3:37])([CH3:36])[CH3:35])([CH3:33])[CH3:32].O, predict the reaction product. The product is: [Si:31]([O:30][CH2:29][CH2:28][N:11]1[CH2:12][CH2:13][CH2:14][C:15](=[O:18])[C:16]2=[CH:17][N:8]([CH2:7][C:6]3[CH:5]=[CH:4][C:3]([O:2][CH3:1])=[CH:20][CH:19]=3)[N:9]=[C:10]12)([C:34]([CH3:37])([CH3:36])[CH3:35])([CH3:33])[CH3:32]. (2) The product is: [Cl:1][C:2]1[C:10]([CH:12]2[CH2:14][CH2:13]2)=[C:5]2[CH:6]=[CH:7][CH:8]=[CH:9][N:4]2[N:3]=1. Given the reactants [Cl:1][C:2]1[C:10](I)=[C:5]2[CH:6]=[CH:7][CH:8]=[CH:9][N:4]2[N:3]=1.[CH:12]1(B(O)O)[CH2:14][CH2:13]1.C(=O)([O-])[O-].[Cs+].[Cs+].C1(P(C2C=CC=CC=2)C2C=CC=CC=2)C=CC=CC=1, predict the reaction product.